Dataset: NCI-60 drug combinations with 297,098 pairs across 59 cell lines. Task: Regression. Given two drug SMILES strings and cell line genomic features, predict the synergy score measuring deviation from expected non-interaction effect. (1) Drug 1: CN1CCC(CC1)COC2=C(C=C3C(=C2)N=CN=C3NC4=C(C=C(C=C4)Br)F)OC. Drug 2: CN1C(=O)N2C=NC(=C2N=N1)C(=O)N. Cell line: UACC-257. Synergy scores: CSS=-2.64, Synergy_ZIP=1.39, Synergy_Bliss=-0.284, Synergy_Loewe=-9.81, Synergy_HSA=-5.04. (2) Drug 1: C1=CC(=C2C(=C1NCCNCCO)C(=O)C3=C(C=CC(=C3C2=O)O)O)NCCNCCO. Drug 2: COC1=C2C(=CC3=C1OC=C3)C=CC(=O)O2. Cell line: BT-549. Synergy scores: CSS=44.5, Synergy_ZIP=9.11, Synergy_Bliss=8.65, Synergy_Loewe=-20.9, Synergy_HSA=7.95.